Predict the product of the given reaction. From a dataset of Forward reaction prediction with 1.9M reactions from USPTO patents (1976-2016). The product is: [CH3:1][O:2][C:3](=[O:15])[C:4]1[CH:9]=[C:8]([S:10]([CH3:13])(=[O:12])=[O:11])[CH:7]=[CH:6][C:5]=1[N:19]1[CH:18]=[C:17]([CH3:16])[CH:21]=[N:20]1. Given the reactants [CH3:1][O:2][C:3](=[O:15])[C:4]1[CH:9]=[C:8]([S:10]([CH3:13])(=[O:12])=[O:11])[CH:7]=[CH:6][C:5]=1I.[CH3:16][C:17]1[CH:18]=[N:19][NH:20][CH:21]=1.C(=O)([O-])[O-].[K+].[K+].N[C@@H]1CCCC[C@H]1N, predict the reaction product.